Dataset: Reaction yield outcomes from USPTO patents with 853,638 reactions. Task: Predict the reaction yield, written as a fraction of the theoretical maximum amount of product (1.0 means a 100% yield; for example, 0.34 means a 34% yield). (1) The reactants are [CH3:1][O:2][CH2:3][N:4]1[CH:8]=[C:7]([Sn](C)(C)C)[N:6]=[CH:5]1.Br[C:14]1[CH:19]=[CH:18][C:17]([Cl:20])=[CH:16][N:15]=1. The catalyst is C1(C)C=CC=CC=1.C1C=CC([P]([Pd]([P](C2C=CC=CC=2)(C2C=CC=CC=2)C2C=CC=CC=2)([P](C2C=CC=CC=2)(C2C=CC=CC=2)C2C=CC=CC=2)[P](C2C=CC=CC=2)(C2C=CC=CC=2)C2C=CC=CC=2)(C2C=CC=CC=2)C2C=CC=CC=2)=CC=1. The product is [Cl:20][C:17]1[CH:18]=[CH:19][C:14]([C:7]2[N:6]=[CH:5][N:4]([CH2:3][O:2][CH3:1])[CH:8]=2)=[N:15][CH:16]=1. The yield is 0.150. (2) The product is [CH3:1][C:2]1([CH3:9])[O:7][CH2:6][CH:5]([NH:8][C:15]([NH2:16])=[NH:10])[CH2:4][O:3]1. The reactants are [CH3:1][C:2]1([CH3:9])[O:7][CH2:6][CH:5]([NH2:8])[CH2:4][O:3]1.[N:10]1([C:15](N)=[NH:16])C=CC=N1. The yield is 0.870. The catalyst is C1COCC1. (3) The reactants are [Cl-].O[NH3+:3].[C:4](=[O:7])([O-])[OH:5].[Na+].CS(C)=O.[CH2:13]([C:15]1[N:16]=[C:17]([CH3:43])[N:18]([C:37]2[CH:42]=[CH:41][CH:40]=[CH:39][CH:38]=2)[C:19](=[O:36])[C:20]=1[CH2:21][C:22]1[CH:27]=[CH:26][C:25]([C:28]2[C:29]([C:34]#[N:35])=[CH:30][CH:31]=[CH:32][CH:33]=2)=[CH:24][CH:23]=1)[CH3:14]. The yield is 0.620. The product is [CH2:13]([C:15]1[N:16]=[C:17]([CH3:43])[N:18]([C:37]2[CH:42]=[CH:41][CH:40]=[CH:39][CH:38]=2)[C:19](=[O:36])[C:20]=1[CH2:21][C:22]1[CH:23]=[CH:24][C:25]([C:28]2[CH:33]=[CH:32][CH:31]=[CH:30][C:29]=2[C:34]2[NH:3][C:4](=[O:7])[O:5][N:35]=2)=[CH:26][CH:27]=1)[CH3:14]. The catalyst is C(OCC)(=O)C.